This data is from NCI-60 drug combinations with 297,098 pairs across 59 cell lines. The task is: Regression. Given two drug SMILES strings and cell line genomic features, predict the synergy score measuring deviation from expected non-interaction effect. (1) Drug 1: CCC(=C(C1=CC=CC=C1)C2=CC=C(C=C2)OCCN(C)C)C3=CC=CC=C3.C(C(=O)O)C(CC(=O)O)(C(=O)O)O. Drug 2: C1=NNC2=C1C(=O)NC=N2. Cell line: SK-MEL-28. Synergy scores: CSS=3.28, Synergy_ZIP=-1.37, Synergy_Bliss=-1.01, Synergy_Loewe=-2.19, Synergy_HSA=-1.70. (2) Drug 1: CC1CCC2CC(C(=CC=CC=CC(CC(C(=O)C(C(C(=CC(C(=O)CC(OC(=O)C3CCCCN3C(=O)C(=O)C1(O2)O)C(C)CC4CCC(C(C4)OC)OCCO)C)C)O)OC)C)C)C)OC. Drug 2: C#CCC(CC1=CN=C2C(=N1)C(=NC(=N2)N)N)C3=CC=C(C=C3)C(=O)NC(CCC(=O)O)C(=O)O. Cell line: SNB-19. Synergy scores: CSS=69.0, Synergy_ZIP=-0.220, Synergy_Bliss=-0.946, Synergy_Loewe=-1.59, Synergy_HSA=-0.1000. (3) Drug 1: CC(CN1CC(=O)NC(=O)C1)N2CC(=O)NC(=O)C2. Drug 2: CN(C(=O)NC(C=O)C(C(C(CO)O)O)O)N=O. Cell line: RPMI-8226. Synergy scores: CSS=32.0, Synergy_ZIP=-1.74, Synergy_Bliss=-1.88, Synergy_Loewe=-11.3, Synergy_HSA=-1.42. (4) Drug 1: CC1=C2C(C(=O)C3(C(CC4C(C3C(C(C2(C)C)(CC1OC(=O)C(C(C5=CC=CC=C5)NC(=O)OC(C)(C)C)O)O)OC(=O)C6=CC=CC=C6)(CO4)OC(=O)C)OC)C)OC. Synergy scores: CSS=24.9, Synergy_ZIP=-1.64, Synergy_Bliss=-2.99, Synergy_Loewe=-26.2, Synergy_HSA=-1.57. Drug 2: CC12CCC(CC1=CCC3C2CCC4(C3CC=C4C5=CN=CC=C5)C)O. Cell line: HOP-92. (5) Drug 1: CN1C(=O)N2C=NC(=C2N=N1)C(=O)N. Drug 2: CN(C(=O)NC(C=O)C(C(C(CO)O)O)O)N=O. Cell line: SN12C. Synergy scores: CSS=-1.41, Synergy_ZIP=2.13, Synergy_Bliss=5.78, Synergy_Loewe=0.659, Synergy_HSA=1.09.